This data is from Catalyst prediction with 721,799 reactions and 888 catalyst types from USPTO. The task is: Predict which catalyst facilitates the given reaction. Reactant: [C:1]([N:8]1[CH2:13][CH2:12][N:11]([C:14]2[CH:19]=[CH:18][CH:17]=[CH:16][C:15]=2[CH2:20]O)[CH2:10][CH2:9]1)([O:3][C:4]([CH3:7])([CH3:6])[CH3:5])=[O:2].[NH:22]1[CH:26]=[N:25][CH:24]=[N:23]1.C1(P(C2C=CC=CC=2)C2C=CC=CC=2)C=CC=CC=1.CCOC(/N=N/C(OCC)=O)=O. Product: [C:1]([N:8]1[CH2:13][CH2:12][N:11]([C:14]2[CH:19]=[CH:18][CH:17]=[CH:16][C:15]=2[CH2:20][N:22]2[CH:26]=[N:25][CH:24]=[N:23]2)[CH2:10][CH2:9]1)([O:3][C:4]([CH3:7])([CH3:6])[CH3:5])=[O:2]. The catalyst class is: 1.